From a dataset of Forward reaction prediction with 1.9M reactions from USPTO patents (1976-2016). Predict the product of the given reaction. (1) Given the reactants ON1C2C=CC=CC=2N=N1.ClCCl.CN(C=O)C.[CH3:19][S:20]([C:23]1[CH:24]=[C:25]([CH:29]=[CH:30][CH:31]=1)[C:26]([OH:28])=O)(=[O:22])=[O:21].[CH3:32][C:33]([CH3:54])([CH3:53])[CH2:34][CH2:35][NH:36][C:37](=[O:52])[C@H:38]([CH3:51])[CH2:39][C@H:40]([OH:50])[C@@H:41]([NH2:49])[CH2:42][C:43]1[CH:48]=[CH:47][CH:46]=[CH:45][CH:44]=1, predict the reaction product. The product is: [CH2:42]([C@H:41]([NH:49][C:26](=[O:28])[C:25]1[CH:29]=[CH:30][CH:31]=[C:23]([S:20]([CH3:19])(=[O:21])=[O:22])[CH:24]=1)[C@@H:40]([OH:50])[CH2:39][C@H:38]([C:37](=[O:52])[NH:36][CH2:35][CH2:34][C:33]([CH3:32])([CH3:53])[CH3:54])[CH3:51])[C:43]1[CH:48]=[CH:47][CH:46]=[CH:45][CH:44]=1. (2) Given the reactants Cl.[NH2:2][C@@H:3]1[C:9](=[O:10])[NH:8][C:7]2[CH:11]=[CH:12][CH:13]=[CH:14][C:6]=2[N:5]([CH2:15][CH2:16][O:17][CH2:18][C:19]2[CH:24]=[CH:23][CH:22]=[CH:21][CH:20]=2)[CH2:4]1.[OH:25][C:26]([CH3:41])([C:30]([NH:32][CH2:33][C:34]([F:40])([F:39])[C:35]([F:38])([F:37])[F:36])=[O:31])[C:27](O)=[O:28].ON1C2C=CC=CC=2N=N1, predict the reaction product. The product is: [CH2:18]([O:17][CH2:16][CH2:15][N:5]1[CH2:4][C@H:3]([NH:2][C:27](=[O:28])[C:26]([OH:25])([CH3:41])[C:30]([NH:32][CH2:33][C:34]([F:39])([F:40])[C:35]([F:36])([F:38])[F:37])=[O:31])[C:9](=[O:10])[NH:8][C:7]2[CH:11]=[CH:12][CH:13]=[CH:14][C:6]1=2)[C:19]1[CH:20]=[CH:21][CH:22]=[CH:23][CH:24]=1. (3) Given the reactants [Cl:1][C:2]1[CH:7]=[C:6]([C:8](=[O:23])[NH:9][CH2:10][C:11]2[CH:16]=[C:15]([Cl:17])[CH:14]=[CH:13][C:12]=2[S:18]([CH2:21][CH3:22])(=[O:20])=[O:19])[CH:5]=[C:4]([C:24]([F:27])([F:26])[F:25])[C:3]=1[CH2:28][N:29]1[CH2:34][CH2:33][CH2:32][C@H:31]([C:35](O)=[O:36])[CH2:30]1.Cl.[CH3:39][NH2:40], predict the reaction product. The product is: [Cl:1][C:2]1[CH:7]=[C:6]([C:8](=[O:23])[NH:9][CH2:10][C:11]2[CH:16]=[C:15]([Cl:17])[CH:14]=[CH:13][C:12]=2[S:18]([CH2:21][CH3:22])(=[O:19])=[O:20])[CH:5]=[C:4]([C:24]([F:27])([F:26])[F:25])[C:3]=1[CH2:28][N:29]1[CH2:34][CH2:33][CH2:32][C@H:31]([C:35]([NH:40][CH3:39])=[O:36])[CH2:30]1. (4) Given the reactants CO[C:3](=[O:12])[C:4]1[CH:9]=[CH:8][C:7]([OH:10])=[CH:6][C:5]=1[F:11].Cl[CH2:14][C:15]1[CH:19]=[CH:18][S:17][CH:16]=1.[CH3:20][C@@H:21]1[CH2:25][CH2:24][CH2:23][N:22]1[CH2:26][C@@H:27]1[CH2:31][CH2:30][CH2:29][NH:28]1, predict the reaction product. The product is: [F:11][C:5]1[CH:6]=[C:7]([O:10][CH2:14][C:15]2[CH:19]=[CH:18][S:17][CH:16]=2)[CH:8]=[CH:9][C:4]=1[C:3]([N:28]1[CH2:29][CH2:30][CH2:31][C@H:27]1[CH2:26][N:22]1[CH2:23][CH2:24][CH2:25][C@H:21]1[CH3:20])=[O:12]. (5) Given the reactants [N:1]1([CH2:7][CH2:8][O:9][C:10]2[CH:11]=[C:12]([NH2:16])[CH:13]=[CH:14][CH:15]=2)[CH2:6][CH2:5][O:4][CH2:3][CH2:2]1.CS([C:20]1[N:25]=[CH:24][C:23]2=[CH:26][CH:27]=[C:28]([C:29]3[CH:34]=[CH:33][CH:32]=[CH:31][C:30]=3[NH:35][S:36]([CH3:39])(=[O:38])=[O:37])[N:22]2[N:21]=1)=O, predict the reaction product. The product is: [N:1]1([CH2:7][CH2:8][O:9][C:10]2[CH:11]=[C:12]([NH:16][C:20]3[N:25]=[CH:24][C:23]4=[CH:26][CH:27]=[C:28]([C:29]5[CH:34]=[CH:33][CH:32]=[CH:31][C:30]=5[NH:35][S:36]([CH3:39])(=[O:38])=[O:37])[N:22]4[N:21]=3)[CH:13]=[CH:14][CH:15]=2)[CH2:6][CH2:5][O:4][CH2:3][CH2:2]1. (6) Given the reactants C[O:2][C:3](=[O:29])[C@@H:4]1[CH2:8][CH2:7][CH2:6][N:5]1[CH2:9][C:10]1[C:11]2[C:16]([C:17]3[CH:18]=[C:19]4[O:26][CH2:25][O:24][C:20]4=[CH:21][C:22]=3[CH:23]=1)=[CH:15][C:14]([O:27][CH3:28])=[CH:13][CH:12]=2.N, predict the reaction product. The product is: [CH2:25]1[O:26][C:19]2[C:20](=[CH:21][C:22]3[CH:23]=[C:10]([CH2:9][N:5]4[CH2:6][CH2:7][CH2:8][C@H:4]4[C:3]([OH:29])=[O:2])[C:11]4[C:16]([C:17]=3[CH:18]=2)=[CH:15][C:14]([O:27][CH3:28])=[CH:13][CH:12]=4)[O:24]1. (7) Given the reactants Br[C:2]1[CH:7]=[CH:6][C:5]([C@H:8]([C:16]2[CH:21]=[CH:20][CH:19]=[CH:18][C:17]=2[CH3:22])[CH2:9][C:10]([N:12]([O:14][CH3:15])[CH3:13])=[O:11])=[CH:4][CH:3]=1.B([C:26]1[CH:34]=[CH:33][C:29]([C:30]([OH:32])=[O:31])=[CH:28][CH:27]=1)(O)O, predict the reaction product. The product is: [CH3:15][O:14][N:12]([CH3:13])[C:10]([CH2:9][C@H:8]([C:5]1[CH:6]=[CH:7][C:2]([C:26]2[CH:34]=[CH:33][C:29]([C:30]([OH:32])=[O:31])=[CH:28][CH:27]=2)=[CH:3][CH:4]=1)[C:16]1[CH:21]=[CH:20][CH:19]=[CH:18][C:17]=1[CH3:22])=[O:11].